From a dataset of Full USPTO retrosynthesis dataset with 1.9M reactions from patents (1976-2016). Predict the reactants needed to synthesize the given product. (1) Given the product [Br:15][C:10]1[C:9]2[CH2:8][CH2:7][CH2:6][CH2:5][C:4]=2[N:3]=[C:2]([NH2:1])[N:11]=1, predict the reactants needed to synthesize it. The reactants are: [NH2:1][C:2]1[N:11]=[C:10](O)[C:9]2[CH2:8][CH2:7][CH2:6][CH2:5][C:4]=2[N:3]=1.P(Br)(Br)([Br:15])=O. (2) Given the product [C:22]1([O:21][C:19](=[O:20])[NH:1][C:2]2[CH:3]=[N:4][C:5]([C:8]([F:11])([F:9])[F:10])=[CH:6][CH:7]=2)[CH:27]=[CH:26][CH:25]=[CH:24][CH:23]=1, predict the reactants needed to synthesize it. The reactants are: [NH2:1][C:2]1[CH:3]=[N:4][C:5]([C:8]([F:11])([F:10])[F:9])=[CH:6][CH:7]=1.N1C=CC=CC=1.Cl[C:19]([O:21][C:22]1[CH:27]=[CH:26][CH:25]=[CH:24][CH:23]=1)=[O:20]. (3) Given the product [Cl:1][C:2]1[CH:7]=[C:6]([F:8])[C:5]([CH:9]([CH:11]2[CH2:13][CH2:12]2)[C:32]2[C:31]3[C:35](=[C:27]([CH2:26][S:23]([CH3:22])(=[O:25])=[O:24])[CH:28]=[CH:29][CH:30]=3)[NH:34][CH:33]=2)=[C:4]([F:14])[CH:3]=1, predict the reactants needed to synthesize it. The reactants are: [Cl:1][C:2]1[CH:7]=[C:6]([F:8])[C:5]([CH:9]([CH:11]2[CH2:13][CH2:12]2)O)=[C:4]([F:14])[CH:3]=1.FC(F)(F)C(O)=O.[CH3:22][S:23]([CH2:26][C:27]1[CH:28]=[CH:29][CH:30]=[C:31]2[C:35]=1[NH:34][CH:33]=[CH:32]2)(=[O:25])=[O:24]. (4) Given the product [CH2:1]([CH:3]1[CH2:7][CH2:6][CH2:5][CH2:4][N:13]1[C:14]1[C:19]2[N:20]([CH3:24])[C:21](=[O:23])[NH:22][C:18]=2[CH:17]=[CH:16][CH:15]=1)[CH3:2], predict the reactants needed to synthesize it. The reactants are: [CH2:1]([C:3]1[CH2:7][CH2:6][CH2:5][CH:4]=1)[CH3:2].C(=O)(O)[O-].[Na+].[NH2:13][C:14]1[C:19]2[N:20]([CH3:24])[C:21](=[O:23])[NH:22][C:18]=2[CH:17]=[CH:16][CH:15]=1.[H][H]. (5) The reactants are: N#N.[CH2:3]([O:5][C:6](=[O:11])[CH2:7][CH2:8][CH2:9]Br)[CH3:4].C(=O)([O-])[O-].[Cs+].[Cs+].[C:18]([O:22][C:23]([NH:25][C:26]1[C:35]([CH3:36])=[CH:34][C:33]([CH3:37])=[CH:32][C:27]=1[C:28]([O:30][CH3:31])=[O:29])=[O:24])([CH3:21])([CH3:20])[CH3:19]. Given the product [C:18]([O:22][C:23]([N:25]([CH2:9][CH2:8][CH2:7][C:6]([O:5][CH2:3][CH3:4])=[O:11])[C:26]1[C:35]([CH3:36])=[CH:34][C:33]([CH3:37])=[CH:32][C:27]=1[C:28]([O:30][CH3:31])=[O:29])=[O:24])([CH3:21])([CH3:20])[CH3:19], predict the reactants needed to synthesize it. (6) Given the product [NH:19]1[C:27]2[C:22](=[C:23]([C:2]3[CH:3]=[C:4]([N:8]4[CH2:16][CH:15]5[CH2:17][N:11]6[CH2:12][CH:13]([CH2:18][CH:9]4[CH2:10]6)[CH2:14]5)[CH:5]=[N:6][CH:7]=3)[CH:24]=[CH:25][CH:26]=2)[CH:21]=[CH:20]1, predict the reactants needed to synthesize it. The reactants are: Br[C:2]1[CH:3]=[C:4]([N:8]2[CH2:16][CH:15]3[CH2:17][N:11]4[CH2:12][CH:13]([CH2:18][CH:9]2[CH2:10]4)[CH2:14]3)[CH:5]=[N:6][CH:7]=1.[NH:19]1[C:27]2[C:22](=[C:23](B(O)O)[CH:24]=[CH:25][CH:26]=2)[CH:21]=[CH:20]1. (7) Given the product [I:19][C:2]1[CH:7]=[CH:6][C:5]([O:8][CH3:9])=[CH:4][C:3]=1[O:10][CH2:11][O:12][CH3:13], predict the reactants needed to synthesize it. The reactants are: Br[C:2]1[CH:7]=[CH:6][C:5]([O:8][CH3:9])=[CH:4][C:3]=1[O:10][CH2:11][O:12][CH3:13].[Li]CCCC.[I:19]I. (8) Given the product [CH:2]([C:5]1[N:10]=[C:9]2[N:11]([CH2:22][C:23]([F:26])([F:24])[F:25])[C:12]([NH:14][C:15](=[O:21])[CH2:16][C:17]([CH3:20])([CH3:19])[CH3:18])=[N:13][C:8]2=[CH:7][CH:6]=1)=[O:1], predict the reactants needed to synthesize it. The reactants are: [OH:1][CH:2]([C:5]1[N:10]=[C:9]2[N:11]([CH2:22][C:23]([F:26])([F:25])[F:24])[C:12]([NH:14][C:15](=[O:21])[CH2:16][C:17]([CH3:20])([CH3:19])[CH3:18])=[N:13][C:8]2=[CH:7][CH:6]=1)CO.I([O-])(=O)(=O)=O.[Na+]. (9) Given the product [F:1][C:2]([F:24])([F:23])[S:3]([NH:43][C:40]([C:38]1[S:39][C:35]([C:32]2[CH:31]=[CH:30][C:29]([N+:26]([O-:28])=[O:27])=[CH:34][CH:33]=2)=[CH:36][N:37]=1)([CH3:41])[CH3:42])(=[O:5])=[O:4], predict the reactants needed to synthesize it. The reactants are: [F:1][C:2]([F:24])([F:23])[S:3](NCCC1SC(C2C=CC([N+]([O-])=O)=CC=2)=CN=1)(=[O:5])=[O:4].Cl.[N+:26]([C:29]1[CH:34]=[CH:33][C:32]([C:35]2[S:39][C:38]([C:40]([NH2:43])([CH3:42])[CH3:41])=[N:37][CH:36]=2)=[CH:31][CH:30]=1)([O-:28])=[O:27].S(OS(C(F)(F)F)(=O)=O)(C(F)(F)F)(=O)=O.